From a dataset of Peptide-MHC class II binding affinity with 134,281 pairs from IEDB. Regression. Given a peptide amino acid sequence and an MHC pseudo amino acid sequence, predict their binding affinity value. This is MHC class II binding data. (1) The peptide sequence is LLKEFTVSGNILTIRLTAA. The MHC is DRB1_0101 with pseudo-sequence DRB1_0101. The binding affinity (normalized) is 0.873. (2) The peptide sequence is LHFSEALHIIAGTPE. The MHC is DRB5_0101 with pseudo-sequence DRB5_0101. The binding affinity (normalized) is 0.475. (3) The peptide sequence is DMRLLSLAVSSAVPT. The MHC is DRB1_0801 with pseudo-sequence DRB1_0801. The binding affinity (normalized) is 0.527. (4) The peptide sequence is VIRDLAAMDGGGFYA. The MHC is DRB1_1301 with pseudo-sequence DRB1_1301. The binding affinity (normalized) is 0.218. (5) The peptide sequence is YAHAAHAAHAAHAAHAA. The MHC is HLA-DPA10301-DPB10402 with pseudo-sequence HLA-DPA10301-DPB10402. The binding affinity (normalized) is 0.